This data is from NCI-60 drug combinations with 297,098 pairs across 59 cell lines. The task is: Regression. Given two drug SMILES strings and cell line genomic features, predict the synergy score measuring deviation from expected non-interaction effect. Drug 1: CC1=CC=C(C=C1)C2=CC(=NN2C3=CC=C(C=C3)S(=O)(=O)N)C(F)(F)F. Drug 2: CC1CCCC2(C(O2)CC(NC(=O)CC(C(C(=O)C(C1O)C)(C)C)O)C(=CC3=CSC(=N3)C)C)C. Cell line: SNB-19. Synergy scores: CSS=39.3, Synergy_ZIP=1.82, Synergy_Bliss=0.457, Synergy_Loewe=-26.7, Synergy_HSA=1.000.